From a dataset of Reaction yield outcomes from USPTO patents with 853,638 reactions. Predict the reaction yield, written as a fraction of the theoretical maximum amount of product (1.0 means a 100% yield; for example, 0.34 means a 34% yield). (1) The catalyst is CO.O.Cl. The product is [CH2:1]([O:4][C:5]1([CH3:38])[CH2:10][CH2:9][N:8]([C:11]2[C:12]3[N:13]([N:28]=[C:29]([C:31]4[CH:36]=[CH:35][CH:34]=[C:33]([Br:37])[CH:32]=4)[CH:30]=3)[CH:14]=[C:15]([CH3:27])[C:16]=2[C@H:17]([O:22][C:23]([CH3:26])([CH3:25])[CH3:24])[C:18]([OH:20])=[O:19])[CH2:7][CH2:6]1)[CH:2]=[CH2:3]. The reactants are [CH2:1]([O:4][C:5]1([CH3:38])[CH2:10][CH2:9][N:8]([C:11]2[C:12]3[N:13]([N:28]=[C:29]([C:31]4[CH:36]=[CH:35][CH:34]=[C:33]([Br:37])[CH:32]=4)[CH:30]=3)[CH:14]=[C:15]([CH3:27])[C:16]=2[C@H:17]([O:22][C:23]([CH3:26])([CH3:25])[CH3:24])[C:18]([O:20]C)=[O:19])[CH2:7][CH2:6]1)[CH:2]=[CH2:3].[OH-].[Na+]. The yield is 0.630. (2) The reactants are [C:1]([O:5][C:6]([NH:8][C@H:9]1[CH2:14][CH2:13][C@H:12]([CH:15]([OH:26])[C:16]2[S:20][CH:19]=[C:18]([C:21]([O:23][CH3:24])=[O:22])[C:17]=2[CH3:25])[CH2:11][CH2:10]1)=[O:7])([CH3:4])([CH3:3])[CH3:2].N1C=CC=CC=1.CC(OI1(OC(C)=O)(OC(C)=O)OC(=O)C2C=CC=CC1=2)=O.O.O.O.O.O.S([O-])([O-])(=O)=S.[Na+].[Na+].C([O-])(O)=O.[Na+]. The catalyst is C(Cl)Cl. The product is [C:1]([O:5][C:6]([NH:8][C@H:9]1[CH2:10][CH2:11][C@H:12]([C:15]([C:16]2[S:20][CH:19]=[C:18]([C:21]([O:23][CH3:24])=[O:22])[C:17]=2[CH3:25])=[O:26])[CH2:13][CH2:14]1)=[O:7])([CH3:4])([CH3:3])[CH3:2]. The yield is 0.512. (3) The product is [F:8][C:7]1[C:2]([F:1])=[C:3]([CH2:10][N:11]2[C:19](=[O:20])[C:18]([C:21](=[O:22])[NH:23][C:24]3[CH:29]=[CH:28][C:27]([C:30]([F:32])([F:31])[F:33])=[CH:26][C:25]=3[C:34]3[CH:39]=[C:38]([C:40]([F:41])([F:42])[F:43])[N:37]=[CH:36][N:35]=3)=[C:17]([OH:44])[C:13]3([CH2:14][CH2:15][CH2:16]3)[N:12]2[CH3:45])[CH:4]=[CH:5][C:6]=1[O:9][CH2:47][C@@H:48]1[CH2:52][CH2:51][CH2:50][N:49]1[C:53]([O:55][C:56]([CH3:57])([CH3:59])[CH3:58])=[O:54]. The yield is 0.900. The catalyst is O1CCCC1. The reactants are [F:1][C:2]1[C:7]([F:8])=[C:6]([OH:9])[CH:5]=[CH:4][C:3]=1[CH2:10][N:11]1[C:19](=[O:20])[C:18]([C:21]([NH:23][C:24]2[CH:29]=[CH:28][C:27]([C:30]([F:33])([F:32])[F:31])=[CH:26][C:25]=2[C:34]2[CH:39]=[C:38]([C:40]([F:43])([F:42])[F:41])[N:37]=[CH:36][N:35]=2)=[O:22])=[C:17]([OH:44])[C:13]2([CH2:16][CH2:15][CH2:14]2)[N:12]1[CH3:45].O[CH2:47][C@@H:48]1[CH2:52][CH2:51][CH2:50][N:49]1[C:53]([O:55][C:56]([CH3:59])([CH3:58])[CH3:57])=[O:54].CN(C)C(N=NC(N(C)C)=O)=O. (4) The reactants are Cl[C:2]1[CH:10]=[C:9]2[C:5]([C:6]([CH3:12])([CH3:11])[CH2:7][NH:8]2)=[CH:4][CH:3]=1.C1(P(C2CCCCC2)C2C=CC=CC=2C2C(OC)=CC=CC=2OC)CCCCC1.[CH3:42][N:43]1CCCC1=O. The catalyst is [C-]#N.[Zn+2].[C-]#N.C1C=CC(/C=C/C(/C=C/C2C=CC=CC=2)=O)=CC=1.C1C=CC(/C=C/C(/C=C/C2C=CC=CC=2)=O)=CC=1.C1C=CC(/C=C/C(/C=C/C2C=CC=CC=2)=O)=CC=1.[Pd].[Pd]. The product is [CH3:11][C:6]1([CH3:12])[C:5]2[C:9](=[CH:10][C:2]([C:42]#[N:43])=[CH:3][CH:4]=2)[NH:8][CH2:7]1. The yield is 0.150. (5) The reactants are C(OC([N:8]1[CH2:12][CH:11]([C:13]2[CH:18]=[CH:17][CH:16]=[CH:15][CH:14]=2)[CH:10]([CH2:19][N:20]2[CH2:38][CH2:37][C:23]3([C:27](=[O:28])[N:26]([CH2:29][C:30]4[CH:35]=[CH:34][C:33]([Br:36])=[CH:32][CH:31]=4)[CH2:25][CH2:24]3)[CH2:22][CH2:21]2)[CH2:9]1)=O)(C)(C)C.C(Cl)Cl.C(O)(C(F)(F)F)=O. No catalyst specified. The product is [Br:36][C:33]1[CH:32]=[CH:31][C:30]([CH2:29][N:26]2[CH2:25][CH2:24][C:23]3([CH2:22][CH2:21][N:20]([CH2:19][CH:10]4[CH:11]([C:13]5[CH:18]=[CH:17][CH:16]=[CH:15][CH:14]=5)[CH2:12][NH:8][CH2:9]4)[CH2:38][CH2:37]3)[C:27]2=[O:28])=[CH:35][CH:34]=1. The yield is 0.994. (6) The reactants are [CH3:1][O:2][C:3]1[CH:4]=[C:5]2[C:10](=[CH:11][C:12]=1[O:13][CH2:14][CH2:15][CH2:16][N:17]1C(=O)C3C(=CC=CC=3)C1=O)[N:9]=[CH:8][CH:7]=[C:6]2[O:28][C:29]1[C:30]([CH3:39])=[N:31][C:32]2[C:37]([CH:38]=1)=[CH:36][CH:35]=[CH:34][CH:33]=2.NN. The catalyst is CN(C)C=O. The product is [CH3:1][O:2][C:3]1[CH:4]=[C:5]2[C:10](=[CH:11][C:12]=1[O:13][CH2:14][CH2:15][CH2:16][NH2:17])[N:9]=[CH:8][CH:7]=[C:6]2[O:28][C:29]1[C:30]([CH3:39])=[N:31][C:32]2[C:37]([CH:38]=1)=[CH:36][CH:35]=[CH:34][CH:33]=2. The yield is 1.00. (7) The product is [Br:1][C:2]1[CH:3]=[C:4]([CH2:8][OH:9])[CH:5]=[N:6][CH:7]=1. The yield is 0.900. The reactants are [Br:1][C:2]1[CH:3]=[C:4]([CH:8]=[O:9])[CH:5]=[N:6][CH:7]=1.[BH4-].[Na+]. The catalyst is CO. (8) The yield is 0.964. The catalyst is CCOC(C)=O.[Pd]. The product is [CH2:35]([O:34][C@@H:10]([CH2:11][C:12]1[CH:13]=[CH:14][C:15]([O:18][C:19](=[O:33])[CH2:20][C:21]2[N:22]=[C:23]([C:27]3[CH:32]=[CH:31][CH:30]=[CH:29][CH:28]=3)[O:24][C:25]=2[CH3:26])=[CH:16][CH:17]=1)[C:9]([OH:37])=[O:8])[CH3:36]. The reactants are C([O:8][C:9](=[O:37])[C@@H:10]([O:34][CH2:35][CH3:36])[CH2:11][C:12]1[CH:17]=[CH:16][C:15]([O:18][C:19](=[O:33])[CH2:20][C:21]2[N:22]=[C:23]([C:27]3[CH:32]=[CH:31][CH:30]=[CH:29][CH:28]=3)[O:24][C:25]=2[CH3:26])=[CH:14][CH:13]=1)C1C=CC=CC=1.[H][H]. (9) The reactants are [N+:1]([C:4]1[CH:5]=[C:6]2[C:11](=[O:12])[O:10][C:8](=O)[C:7]2=[CH:13][CH:14]=1)([O-:3])=[O:2].[NH2:15][CH2:16][CH2:17][C:18]([OH:20])=[O:19]. No catalyst specified. The product is [N+:1]([C:4]1[CH:5]=[C:6]2[C:11](=[O:12])[N:15]([CH2:16][CH2:17][C:18]([OH:20])=[O:19])[C:8](=[O:10])[C:7]2=[CH:13][CH:14]=1)([O-:3])=[O:2]. The yield is 0.900.